Predict which catalyst facilitates the given reaction. From a dataset of Catalyst prediction with 721,799 reactions and 888 catalyst types from USPTO. (1) Reactant: [CH3:1][C:2]1[N:7]([CH2:8][C:9]2[C:17]3[C:12](=[CH:13][CH:14]=[CH:15][CH:16]=3)[N:11]([CH3:18])[N:10]=2)[C:6](=[O:19])[C:5]([CH2:20][C:21]2[CH:26]=[CH:25][C:24]([C:27]3[CH:32]=[CH:31][CH:30]=[CH:29][C:28]=3[C:33]3[NH:37][C:36](=[O:38])[O:35][N:34]=3)=[CH:23][CH:22]=2)=[C:4]([CH2:39][CH2:40][CH3:41])[N:3]=1.[ClH:42].C(OCC)(=O)C. Product: [ClH:42].[CH3:1][C:2]1[N:7]([CH2:8][C:9]2[C:17]3[C:12](=[CH:13][CH:14]=[CH:15][CH:16]=3)[N:11]([CH3:18])[N:10]=2)[C:6](=[O:19])[C:5]([CH2:20][C:21]2[CH:26]=[CH:25][C:24]([C:27]3[CH:32]=[CH:31][CH:30]=[CH:29][C:28]=3[C:33]3[NH:37][C:36](=[O:38])[O:35][N:34]=3)=[CH:23][CH:22]=2)=[C:4]([CH2:39][CH2:40][CH3:41])[N:3]=1. The catalyst class is: 13. (2) Reactant: C([N:4]([C@@H:34]([CH3:39])[C:35]([F:38])([F:37])[F:36])[S:5]([C:8]1[CH:9]=[N:10][C:11]([C:14]2[N:15]([C:28]3[N:33]=[CH:32][CH:31]=[CH:30][N:29]=3)[C:16]3[C:21]([C:22]=2[C:23]#[N:24])=[CH:20][CH:19]=[C:18]([CH:25]2[CH2:27][CH2:26]2)[CH:17]=3)=[CH:12][CH:13]=1)(=[O:7])=[O:6])C=C.[BH-](OC(C)=O)(OC(C)=O)OC(C)=O.[Na+].C(Cl)Cl. Product: [C:23]([C:22]1[C:21]2[C:16](=[CH:17][C:18]([CH:25]3[CH2:26][CH2:27]3)=[CH:19][CH:20]=2)[N:15]([C:28]2[N:29]=[CH:30][CH:31]=[CH:32][N:33]=2)[C:14]=1[C:11]1[N:10]=[CH:9][C:8]([S:5]([NH:4][C@@H:34]([CH3:39])[C:35]([F:38])([F:37])[F:36])(=[O:7])=[O:6])=[CH:13][CH:12]=1)#[N:24]. The catalyst class is: 450. (3) Product: [CH3:1][O:2][C:3]([C:5]1[N:6]([NH2:13])[CH:7]=[C:8]([Br:10])[CH:9]=1)=[O:4]. Reactant: [CH3:1][O:2][C:3]([C:5]1[NH:6][CH:7]=[C:8]([Br:10])[CH:9]=1)=[O:4].[H-].[Na+].[NH4+:13].[Cl-]. The catalyst class is: 3. (4) Reactant: [C:1]1([S:7]([C:10]2[CH2:14][C:13]([CH3:16])([CH3:15])[O:12][N:11]=2)(=[O:9])=[O:8])[CH:6]=[CH:5][CH:4]=[CH:3][CH:2]=1.C1C=CC(S(N(S(C2C=CC=CC=2)(=O)=O)[F:27])(=O)=O)=CC=1.C[Si](C)(C)[N-][Si](C)(C)C.[Na+].[Cl-].[NH4+]. Product: [C:1]1([S:7]([C:10]2[CH:14]([F:27])[C:13]([CH3:16])([CH3:15])[O:12][N:11]=2)(=[O:8])=[O:9])[CH:2]=[CH:3][CH:4]=[CH:5][CH:6]=1. The catalyst class is: 7. (5) Reactant: [Cl:1][C:2]1[C:7]([CH3:8])=[C:6]([S:9](=[O:17])(=[O:16])[NH:10][C:11]([CH2:14][CH3:15])([CH3:13])[CH3:12])[CH:5]=[CH:4][C:3]=1[C:18]1[S:22][C:21]([C:23](O)=[O:24])=[N:20][C:19]=1[C:26]([N:28]1[CH2:33][CH2:32][CH:31]([CH3:34])[CH2:30][CH2:29]1)=[O:27].CN(C(ON1N=[N:50][C:45]2[CH:46]=[CH:47]C=N[C:44]1=2)=[N+](C)C)C.F[P-](F)(F)(F)(F)F.CCN(C(C)C)C(C)C. Product: [Cl:1][C:2]1[C:7]([CH3:8])=[C:6]([S:9](=[O:16])(=[O:17])[NH:10][C:11]([CH2:14][CH3:15])([CH3:13])[CH3:12])[CH:5]=[CH:4][C:3]=1[C:18]1[S:22][C:21]([C:23]([NH:50][CH:45]2[CH2:44][CH2:6][S:9](=[O:17])(=[O:16])[CH2:47][CH2:46]2)=[O:24])=[N:20][C:19]=1[C:26]([N:28]1[CH2:29][CH2:30][CH:31]([CH3:34])[CH2:32][CH2:33]1)=[O:27]. The catalyst class is: 2. (6) Reactant: Cl[CH2:2][C:3]([N:5]([CH2:14][C:15]1[CH:20]=[CH:19][C:18]([C:21]#[N:22])=[C:17]([C:23]2[C:32]3[C:27](=[CH:28][CH:29]=[CH:30][CH:31]=3)[CH:26]=[CH:25][CH:24]=2)[CH:16]=1)[CH2:6][CH2:7][CH:8]1[CH2:13][CH2:12][CH2:11][CH2:10][CH2:9]1)=[O:4].[NH:33]1[CH:37]=[CH:36][N:35]=[CH:34]1.C([O-])(O)=O.[Na+]. Product: [OH-:4].[NH4+:5].[C:21]([C:18]1[CH:19]=[CH:20][C:15]([CH2:14][N:5]([CH2:6][CH2:7][CH:8]2[CH2:13][CH2:12][CH2:11][CH2:10][CH2:9]2)[C:3](=[O:4])[CH2:2][N:33]2[CH:37]=[CH:36][N:35]=[CH:34]2)=[CH:16][C:17]=1[C:23]1[C:32]2[C:27](=[CH:28][CH:29]=[CH:30][CH:31]=2)[CH:26]=[CH:25][CH:24]=1)#[N:22]. The catalyst class is: 16.